Dataset: Forward reaction prediction with 1.9M reactions from USPTO patents (1976-2016). Task: Predict the product of the given reaction. (1) Given the reactants [CH3:1][CH:2]([O:4][C:5]1[CH:11]=[CH:10][CH:9]=[CH:8][C:6]=1[NH2:7])[CH3:3].P(=O)(O)(O)O.[N+]([O-])(O)=O.[N:21]([O-])=O.[Na+].C([O-])(=O)C.[K+].[C:30]([CH2:33][C:34](=[O:36])[CH3:35])(=[O:32])[CH3:31], predict the reaction product. The product is: [CH3:3][CH:2]([O:4][C:5]1[CH:11]=[CH:10][CH:9]=[CH:8][C:6]=1[NH:7][N:21]=[C:33]([C:34](=[O:36])[CH3:35])[C:30](=[O:32])[CH3:31])[CH3:1]. (2) Given the reactants [Cl:1][C:2]1[CH:3]=[C:4]2[C:8](=[CH:9][CH:10]=1)[C:7](=[N:11]O)[CH2:6][CH2:5]2.[Cl-].[NH4+], predict the reaction product. The product is: [Cl:1][C:2]1[CH:3]=[C:4]2[C:8](=[CH:9][CH:10]=1)[CH:7]([NH2:11])[CH2:6][CH2:5]2. (3) Given the reactants [CH:1]([N:4]1[CH2:9][CH2:8][N:7]([C:10]2[S:11][C:12]3[CH:18]=[C:17]([OH:19])[CH:16]=[CH:15][C:13]=3[N:14]=2)[CH2:6][CH2:5]1)([CH3:3])[CH3:2].C1N2CN3CN(C2)CN1C3.FC(F)(F)[C:32](O)=[O:33].C([O-])(O)=O.[Na+], predict the reaction product. The product is: [OH:19][C:17]1[CH:16]=[CH:15][C:13]2[N:14]=[C:10]([N:7]3[CH2:6][CH2:5][N:4]([CH:1]([CH3:3])[CH3:2])[CH2:9][CH2:8]3)[S:11][C:12]=2[C:18]=1[CH:32]=[O:33].